From a dataset of Catalyst prediction with 721,799 reactions and 888 catalyst types from USPTO. Predict which catalyst facilitates the given reaction. Reactant: [Cl:1][C:2]1[C:11]2[O:10][CH:9]([CH:12]([CH3:14])[CH3:13])[C:8](=[O:15])[NH:7][C:6]=2[CH:5]=[C:4]([CH3:16])[CH:3]=1.C(=O)([O-])[O-].[K+].[K+].[C:23]([O:27][CH3:28])(=[O:26])[CH:24]=[CH2:25].C(OCC)(=O)C. Product: [CH3:28][O:27][C:23](=[O:26])[CH2:24][CH2:25][N:7]1[C:6]2[CH:5]=[C:4]([CH3:16])[CH:3]=[C:2]([Cl:1])[C:11]=2[O:10][CH:9]([CH:12]([CH3:13])[CH3:14])[C:8]1=[O:15]. The catalyst class is: 35.